This data is from Forward reaction prediction with 1.9M reactions from USPTO patents (1976-2016). The task is: Predict the product of the given reaction. (1) Given the reactants [CH3:1][C:2]1[C:3]2[N:4]([C:8]([C@H:11]3[CH2:16][CH2:15][C@H:14]([N:17]4[CH2:22][CH2:21][N:20]([C:23](=[O:25])[CH3:24])[CH2:19][CH2:18]4)[CH2:13][CH2:12]3)=[N:9][CH:10]=2)[CH:5]=[CH:6][N:7]=1.[Br:26]N1C(=O)CCC1=O, predict the reaction product. The product is: [Br:26][C:10]1[N:9]=[C:8]([C@H:11]2[CH2:12][CH2:13][C@H:14]([N:17]3[CH2:18][CH2:19][N:20]([C:23](=[O:25])[CH3:24])[CH2:21][CH2:22]3)[CH2:15][CH2:16]2)[N:4]2[CH:5]=[CH:6][N:7]=[C:2]([CH3:1])[C:3]=12. (2) Given the reactants [NH2:1][CH2:2][C:3]1[NH:7][C:6]2[CH:8]=[CH:9][C:10]([C:12]#[N:13])=[CH:11][C:5]=2[N:4]=1.[N:14]1[C:23]2[C:22](=O)[CH2:21][CH2:20][CH2:19][C:18]=2[CH:17]=[CH:16][CH:15]=1.[C:25](O)(=O)C.C(O[BH-](OC(=O)C)OC(=O)C)(=O)C.[Na+].C=O, predict the reaction product. The product is: [CH3:25][N:1]([CH2:2][C:3]1[NH:7][C:6]2[CH:8]=[CH:9][C:10]([C:12]#[N:13])=[CH:11][C:5]=2[N:4]=1)[CH:22]1[C:23]2[N:14]=[CH:15][CH:16]=[CH:17][C:18]=2[CH2:19][CH2:20][CH2:21]1. (3) Given the reactants Br[C:2]1[C:3]([F:17])=[C:4]2[O:8][C:7]([CH:9]3[CH2:11][CH2:10]3)=[N:6][C:5]2=[C:12]([C:15]#[N:16])[C:13]=1[CH3:14].C([Sn](CCCC)(CCCC)[C:23]1[CH:28]=[N:27][CH:26]=[CH:25][N:24]=1)CCC, predict the reaction product. The product is: [CH:9]1([C:7]2[O:8][C:4]3[C:5](=[C:12]([C:15]#[N:16])[C:13]([CH3:14])=[C:2]([C:23]4[CH:28]=[N:27][CH:26]=[CH:25][N:24]=4)[C:3]=3[F:17])[N:6]=2)[CH2:11][CH2:10]1. (4) Given the reactants [CH3:1][O:2][CH2:3][C:4]12[O:11][C:8]([CH2:12][O:13][CH3:14])([CH:9]=[CH:10]1)[CH2:7][C:6](=[O:15])[CH2:5]2.[F:16][C:17]([F:36])([F:35])[S:18](N(C1C=CC=CN=1)[S:18]([C:17]([F:36])([F:35])[F:16])(=[O:20])=[O:19])(=[O:20])=[O:19], predict the reaction product. The product is: [CH3:14][O:13][CH2:12][C:8]12[O:11][C:4]([CH2:3][O:2][CH3:1])([CH:10]=[CH:9]1)[CH2:5][C:6]([O:15][S:18]([C:17]([F:36])([F:35])[F:16])(=[O:20])=[O:19])=[CH:7]2.